Dataset: Full USPTO retrosynthesis dataset with 1.9M reactions from patents (1976-2016). Task: Predict the reactants needed to synthesize the given product. Given the product [CH3:1][NH:2][C:3]([C:5]1[N:6]=[N:7][S:8][C:9]=1[NH2:10])=[O:4], predict the reactants needed to synthesize it. The reactants are: [CH3:1][NH:2][C:3]([C:5]1[N:6]=[N:7][S:8][C:9]=1[NH:10]C(OC(C)(C)C)=O)=[O:4].Cl.